From a dataset of Catalyst prediction with 721,799 reactions and 888 catalyst types from USPTO. Predict which catalyst facilitates the given reaction. (1) Reactant: [Cl:1][C:2]1[C:3]2[C:10]([I:11])=[CH:9][NH:8][C:4]=2[N:5]=[CH:6][N:7]=1.CS(O[C@H:17]1[CH2:21][CH2:20][N:19]([C:22]([O:24][C:25]([CH3:28])([CH3:27])[CH3:26])=[O:23])[CH2:18]1)(=O)=O.C(=O)([O-])[O-].[Cs+].[Cs+].O. Product: [Cl:1][C:2]1[C:3]2[C:10]([I:11])=[CH:9][N:8]([C@@H:21]3[CH2:17][CH2:18][N:19]([C:22]([O:24][C:25]([CH3:28])([CH3:27])[CH3:26])=[O:23])[CH2:20]3)[C:4]=2[N:5]=[CH:6][N:7]=1. The catalyst class is: 382. (2) Reactant: [N:1]1([C:6]2[CH:7]=[C:8]([NH:12][C:13]([C:15]3[CH2:21][CH2:20][O:19][C:18]4[CH:22]=[CH:23][CH:24]=[CH:25][C:17]=4[CH:16]=3)=[O:14])[CH:9]=[CH:10][CH:11]=2)[CH:5]=[CH:4][N:3]=[CH:2]1. Product: [N:1]1([C:6]2[CH:7]=[C:8]([NH:12][C:13]([CH:15]3[CH2:21][CH2:20][O:19][C:18]4[CH:22]=[CH:23][CH:24]=[CH:25][C:17]=4[CH2:16]3)=[O:14])[CH:9]=[CH:10][CH:11]=2)[CH:5]=[CH:4][N:3]=[CH:2]1. The catalyst class is: 29. (3) Reactant: [NH2:1][C:2]1[N:3]=[C:4]2[CH:9]=[CH:8][C:7]([O:10][C:11]3[CH:12]=[C:13]([NH:17][C:18](=[O:29])[C:19]4[CH:24]=[CH:23][CH:22]=[C:21]([C:25]([F:28])([F:27])[F:26])[CH:20]=4)[CH:14]=[CH:15][CH:16]=3)=[N:6][N:5]2[CH:30]=1.[H-].[Na+].[Cl:33][C:34]1[N:39]=[C:38](Cl)[CH:37]=[CH:36][N:35]=1.C(OCC)(=O)C. Product: [Cl:33][C:34]1[N:39]=[C:38]([NH:1][C:2]2[N:3]=[C:4]3[CH:9]=[CH:8][C:7]([O:10][C:11]4[CH:12]=[C:13]([NH:17][C:18](=[O:29])[C:19]5[CH:24]=[CH:23][CH:22]=[C:21]([C:25]([F:28])([F:27])[F:26])[CH:20]=5)[CH:14]=[CH:15][CH:16]=4)=[N:6][N:5]3[CH:30]=2)[CH:37]=[CH:36][N:35]=1. The catalyst class is: 7. (4) Reactant: [C:1]([C:4]1[CH:9]=[CH:8][C:7]([B:10]([OH:12])[OH:11])=[CH:6][CH:5]=1)([OH:3])=O.[C:13]([C:17]1[CH:23]=[CH:22][C:20]([NH2:21])=[CH:19][CH:18]=1)([CH3:16])([CH3:15])[CH3:14].CN([P+](ON1N=NC2C=CC=CC1=2)(N(C)C)N(C)C)C.F[P-](F)(F)(F)(F)F.C(N(CC)CC)C. Product: [B:10]([C:7]1[CH:8]=[CH:9][C:4]([C:1]([NH:21][C:20]2[CH:22]=[CH:23][C:17]([C:13]([CH3:16])([CH3:15])[CH3:14])=[CH:18][CH:19]=2)=[O:3])=[CH:5][CH:6]=1)([OH:12])[OH:11]. The catalyst class is: 18. (5) Reactant: [Cl:1][C:2]1[CH:3]=[C:4]([CH:7]=[C:8]([O:10][C:11]2[C:19]3[N:18]=[N:17][NH:16][C:15]=3[CH:14]=[CH:13][C:12]=2[Cl:20])[CH:9]=1)[C:5]#[N:6].C(=O)([O-])[O-].[Cs+].[Cs+].Br[CH2:28][C:29]1[C:37]2[C:32](=[N:33][CH:34]=[CH:35][CH:36]=2)[N:31](C(OCCCC)=O)[N:30]=1. Product: [Cl:1][C:2]1[CH:3]=[C:4]([CH:7]=[C:8]([O:10][C:11]2[C:19]3[N:18]=[N:17][N:16]([CH2:28][C:29]4[C:37]5[C:32](=[N:33][CH:34]=[CH:35][CH:36]=5)[NH:31][N:30]=4)[C:15]=3[CH:14]=[CH:13][C:12]=2[Cl:20])[CH:9]=1)[C:5]#[N:6]. The catalyst class is: 3.